Dataset: Forward reaction prediction with 1.9M reactions from USPTO patents (1976-2016). Task: Predict the product of the given reaction. Given the reactants C([Li])CCC.CCCCCC.[Si:12]([O:19][CH2:20][CH2:21][N:22]1[CH:26]=[CH:25][N:24]=[CH:23]1)([C:15]([CH3:18])([CH3:17])[CH3:16])([CH3:14])[CH3:13].CN([CH:30]=[O:31])C.[Cl-].[NH4+], predict the reaction product. The product is: [Si:12]([O:19][CH2:20][CH2:21][N:22]1[CH:26]=[CH:25][N:24]=[C:23]1[CH:30]=[O:31])([C:15]([CH3:18])([CH3:16])[CH3:17])([CH3:14])[CH3:13].